This data is from Catalyst prediction with 721,799 reactions and 888 catalyst types from USPTO. The task is: Predict which catalyst facilitates the given reaction. (1) Reactant: CO.[CH2:3]([C:11]1[CH:19]=[CH:18][C:14]([C:15]([OH:17])=[O:16])=[C:13]([NH:20][C:21](=[O:31])[CH2:22]/[CH:23]=[CH:24]/[C:25]2[CH:30]=[CH:29][CH:28]=[CH:27][CH:26]=2)[CH:12]=1)[CH2:4][C:5]1[CH:10]=[CH:9][CH:8]=[CH:7][CH:6]=1. Product: [CH2:3]([C:11]1[CH:19]=[CH:18][C:14]([C:15]([OH:17])=[O:16])=[C:13]([NH:20][C:21](=[O:31])[CH2:22][CH2:23][CH2:24][C:25]2[CH:30]=[CH:29][CH:28]=[CH:27][CH:26]=2)[CH:12]=1)[CH2:4][C:5]1[CH:6]=[CH:7][CH:8]=[CH:9][CH:10]=1. The catalyst class is: 849. (2) Reactant: Cl[C:2]1[CH:7]=[C:6]([C:8]2[CH:13]=[CH:12][CH:11]=[CH:10][C:9]=2[C:14]([F:17])([F:16])[F:15])[N:5]=[C:4]([NH2:18])[C:3]=1[N+:19]([O-:21])=[O:20].[CH3:22][O-:23].[Na+]. Product: [CH3:22][O:23][C:2]1[CH:7]=[C:6]([C:8]2[CH:13]=[CH:12][CH:11]=[CH:10][C:9]=2[C:14]([F:17])([F:16])[F:15])[N:5]=[C:4]([NH2:18])[C:3]=1[N+:19]([O-:21])=[O:20]. The catalyst class is: 24. (3) Reactant: [OH:1][C@H:2]1[CH2:15][CH2:14][C@@H:13]2[C@H:4]([CH2:5][C@@H:6]3[C@@H:11]([CH2:12]2)[C@@H:10]2[CH2:16][CH:17]=[C:18]([C:19]#[N:20])[C@@:9]2([CH3:21])[CH2:8][CH2:7]3)[CH2:3]1. Product: [OH:1][C@H:2]1[CH2:15][CH2:14][C@@H:13]2[C@H:4]([CH2:5][C@@H:6]3[C@@H:11]([CH2:12]2)[C@@H:10]2[CH2:16][CH2:17][C@H:18]([C:19]#[N:20])[C@@:9]2([CH3:21])[CH2:8][CH2:7]3)[CH2:3]1. The catalyst class is: 99. (4) Reactant: [CH3:1][N:2]1[C:6]([C:7]2[CH:15]=[CH:14][C:10]([C:11](O)=[O:12])=[CH:9][CH:8]=2)=[C:5]([NH:16][C:17]([O:19][C@@H:20]([C:22]2[CH:27]=[CH:26][CH:25]=[CH:24][CH:23]=2)[CH3:21])=[O:18])[C:4]([CH3:28])=[N:3]1.ON1C2C=CC=CC=2N=N1.CCN=C=NCCCN(C)C.C(N(C(C)C)CC)(C)C.[CH3:59][O:60][C:61](=[O:71])[C@@H:62]([CH2:64][C:65]1[CH:70]=[CH:69][CH:68]=[CH:67][CH:66]=1)[NH2:63]. Product: [CH3:59][O:60][C:61](=[O:71])[C@H:62]([NH:63][C:11](=[O:12])[C:10]1[CH:14]=[CH:15][C:7]([C:6]2[N:2]([CH3:1])[N:3]=[C:4]([CH3:28])[C:5]=2[NH:16][C:17]([O:19][C@@H:20]([C:22]2[CH:27]=[CH:26][CH:25]=[CH:24][CH:23]=2)[CH3:21])=[O:18])=[CH:8][CH:9]=1)[CH2:64][C:65]1[CH:70]=[CH:69][CH:68]=[CH:67][CH:66]=1. The catalyst class is: 434. (5) Reactant: [N+:1]([C:4]1[NH:8][N:7]=[C:6]([C:9]([OH:11])=[O:10])[CH:5]=1)([O-:3])=[O:2].[C:12](OC(O[C:12]([CH3:15])([CH3:14])[CH3:13])N(C)C)([CH3:15])([CH3:14])[CH3:13]. Product: [N+:1]([C:4]1[NH:8][N:7]=[C:6]([C:9]([O:11][C:12]([CH3:15])([CH3:14])[CH3:13])=[O:10])[CH:5]=1)([O-:3])=[O:2]. The catalyst class is: 182. (6) Reactant: [ClH:1].C(OC([NH:9][CH2:10][CH2:11][O:12][C:13]1[CH:17]=[CH:16][O:15][N:14]=1)=O)(C)(C)C. The catalyst class is: 12. Product: [ClH:1].[NH2:9][CH2:10][CH2:11][O:12][C:13]1[CH:17]=[CH:16][O:15][N:14]=1. (7) Reactant: [NH2:1][CH:2]([CH3:14])[CH2:3][CH2:4][O:5][C:6]1[CH:7]=[C:8]([Br:13])[C:9]([Cl:12])=[N:10][CH:11]=1.O.[C:16]1([CH3:26])[CH:21]=[CH:20][C:19]([S:22]([OH:25])(=[O:24])=[O:23])=[CH:18][CH:17]=1.C(OCC)C. Product: [C:16]1([CH3:26])[CH:17]=[CH:18][C:19]([S:22]([OH:25])(=[O:23])=[O:24])=[CH:20][CH:21]=1.[NH2:1][CH:2]([CH3:14])[CH2:3][CH2:4][O:5][C:6]1[CH:7]=[C:8]([Br:13])[C:9]([Cl:12])=[N:10][CH:11]=1. The catalyst class is: 13. (8) The catalyst class is: 141. Reactant: [NH2:1][C:2]1[CH:10]=[C:9]([O:11][CH3:12])[CH:8]=[CH:7][C:3]=1[C:4](O)=[O:5].C(O)(=O)C.[CH:17](N)=[NH:18]. Product: [CH3:12][O:11][C:9]1[CH:10]=[C:2]2[C:3]([C:4]([OH:5])=[N:18][CH:17]=[N:1]2)=[CH:7][CH:8]=1. (9) Reactant: [Cl:1][C:2]1[N:7]([CH3:8])[C:6](=[O:9])[N:5]([CH3:10])[C:4](=[O:11])[C:3]=1[CH:12]=O.Cl.[NH2:15][OH:16].[OH-].[K+]. Product: [Cl:1][C:2]1[N:7]([CH3:8])[C:6](=[O:9])[N:5]([CH3:10])[C:4](=[O:11])[C:3]=1[CH:12]=[N:15][OH:16]. The catalyst class is: 24. (10) Reactant: [F:1][C:2]([F:19])([F:18])[C:3]1[CH:8]=[CH:7][C:6]([C:9]2[C:10]([C:15](Cl)=[O:16])=[CH:11][CH:12]=[CH:13][CH:14]=2)=[CH:5][CH:4]=1.[N:20]1[CH:25]=[CH:24][CH:23]=[CH:22][C:21]=1[CH2:26][CH2:27][NH:28][C:29]1[CH:34]=[CH:33][C:32]([NH2:35])=[CH:31][N:30]=1.C(N(CC)CC)C.CN1CCC(=C2C3C(=CC=CC=3)C=CC3C2=CC=CC=3)CC1. Product: [N:20]1[CH:25]=[CH:24][CH:23]=[CH:22][C:21]=1[CH2:26][CH2:27][NH:28][C:29]1[N:30]=[CH:31][C:32]([NH:35][C:15]([C:10]2[C:9]([C:6]3[CH:7]=[CH:8][C:3]([C:2]([F:19])([F:18])[F:1])=[CH:4][CH:5]=3)=[CH:14][CH:13]=[CH:12][CH:11]=2)=[O:16])=[CH:33][CH:34]=1. The catalyst class is: 253.